Dataset: Retrosynthesis with 50K atom-mapped reactions and 10 reaction types from USPTO. Task: Predict the reactants needed to synthesize the given product. (1) Given the product CCOc1cc(C=C2SC(=S)N(c3cccc(C(=O)OC)c3)C2=O)ccc1O, predict the reactants needed to synthesize it. The reactants are: CCOc1cc(C=O)ccc1O.COC(=O)c1cccc(N2C(=O)CSC2=S)c1. (2) The reactants are: CC(C)(C)OC(=O)CCCNC[C@@H]1CN(C(=O)OC(C)(C)C)C[C@H]1CC1CCCCC1.O=C1CC(C(=O)O)c2ccccc2N1. Given the product CC(C)(C)OC(=O)CCCN(C[C@@H]1CN(C(=O)OC(C)(C)C)C[C@H]1CC1CCCCC1)C(=O)C1CC(=O)Nc2ccccc21, predict the reactants needed to synthesize it. (3) Given the product O=C(O)CCCN1CCC(O[C@@H](c2ccc(Cl)cc2)c2ccccn2)CC1, predict the reactants needed to synthesize it. The reactants are: CCOC(=O)CCCN1CCC(O[C@@H](c2ccc(Cl)cc2)c2ccccn2)CC1. (4) Given the product CCOC(=O)c1cc2c(C)c(F)cnc2nc1C(F)(F)F, predict the reactants needed to synthesize it. The reactants are: CB(O)O.CCOC(=O)c1cc2c(Cl)c(F)cnc2nc1C(F)(F)F. (5) Given the product COc1nn2cc(-c3nc4ccc(F)cc4s3)nc2s1, predict the reactants needed to synthesize it. The reactants are: C[O-].Fc1ccc2nc(-c3cn4nc(Br)sc4n3)sc2c1. (6) Given the product Cc1cc(C)nc(N2CC3CN(C(=O)c4ccccc4-c4cccs4)CC3C2)n1, predict the reactants needed to synthesize it. The reactants are: Cc1cc(C)nc(Cl)n1.O=C(c1ccccc1-c1cccs1)N1CC2CNCC2C1. (7) The reactants are: COc1ccc(CCl)cc1.Cc1c(C)c2c(c(C)c1O)C(c1ccc(C(C)C)cc1)C(C)(C)O2. Given the product COc1ccc(COc2c(C)c(C)c3c(c2C)C(c2ccc(C(C)C)cc2)C(C)(C)O3)cc1, predict the reactants needed to synthesize it.